Dataset: Reaction yield outcomes from USPTO patents with 853,638 reactions. Task: Predict the reaction yield, written as a fraction of the theoretical maximum amount of product (1.0 means a 100% yield; for example, 0.34 means a 34% yield). (1) The reactants are [C:1]1([CH2:7][C:8](Cl)=[O:9])[CH:6]=[CH:5][CH:4]=[CH:3][CH:2]=1.[S-:11][C:12]#[N:13].[K+].[NH2:15][C:16]1[CH:42]=[CH:41][C:19]([O:20][C:21]2[N:26]=[CH:25][N:24]=[C:23]([NH:27][C:28]([N:30]3[CH2:35][CH2:34][CH:33]([N:36]4[CH2:40][CH2:39][CH2:38][CH2:37]4)[CH2:32][CH2:31]3)=[O:29])[CH:22]=2)=[C:18]([F:43])[CH:17]=1.CCCCCC. The catalyst is C(#N)C.C(OCC)C. The product is [F:43][C:18]1[CH:17]=[C:16]([NH:15][C:12]([NH:13][C:8](=[O:9])[CH2:7][C:1]2[CH:6]=[CH:5][CH:4]=[CH:3][CH:2]=2)=[S:11])[CH:42]=[CH:41][C:19]=1[O:20][C:21]1[N:26]=[CH:25][N:24]=[C:23]([NH:27][C:28]([N:30]2[CH2:35][CH2:34][CH:33]([N:36]3[CH2:40][CH2:39][CH2:38][CH2:37]3)[CH2:32][CH2:31]2)=[O:29])[CH:22]=1. The yield is 0.115. (2) The reactants are C[O:2][C:3]1[CH:8]=[CH:7][C:6]([CH3:9])=[CH:5][C:4]=1[C:10]1[C:18]2[C:17]([NH:19][C@H:20]([C:22]3[N:27]([C:28]4[CH:33]=[CH:32][CH:31]=[CH:30][CH:29]=4)[C:26](=[O:34])[C:25]4=[C:35]([CH3:38])[CH:36]=[CH:37][N:24]4[N:23]=3)[CH3:21])=[N:16][CH:15]=[N:14][C:13]=2[N:12](COCC[Si](C)(C)C)[CH:11]=1.B(Br)(Br)Br.N. No catalyst specified. The product is [OH:2][C:3]1[CH:8]=[CH:7][C:6]([CH3:9])=[CH:5][C:4]=1[C:10]1[C:18]2[C:17]([NH:19][C@H:20]([C:22]3[N:27]([C:28]4[CH:33]=[CH:32][CH:31]=[CH:30][CH:29]=4)[C:26](=[O:34])[C:25]4=[C:35]([CH3:38])[CH:36]=[CH:37][N:24]4[N:23]=3)[CH3:21])=[N:16][CH:15]=[N:14][C:13]=2[NH:12][CH:11]=1. The yield is 0.720.